From a dataset of Full USPTO retrosynthesis dataset with 1.9M reactions from patents (1976-2016). Predict the reactants needed to synthesize the given product. (1) The reactants are: Cl.[NH2:2][C:3]1[C:12]2=[N:13][N:14]([CH2:26][CH2:27][CH3:28])[C:15]([CH2:16][CH2:17][NH:18]C(=O)OC(C)(C)C)=[C:11]2[C:10]2[CH:9]=[CH:8][CH:7]=[N:6][C:5]=2[N:4]=1. Given the product [NH2:18][CH2:17][CH2:16][C:15]1[N:14]([CH2:26][CH2:27][CH3:28])[N:13]=[C:12]2[C:11]=1[C:10]1[CH:9]=[CH:8][CH:7]=[N:6][C:5]=1[N:4]=[C:3]2[NH2:2], predict the reactants needed to synthesize it. (2) The reactants are: [C:1]([NH:4][C:5]1[S:6][CH:7]=[C:8]([CH:10]=[CH:11][C:12]2[CH:13]=[C:14]([CH2:18][C:19]([OH:21])=[O:20])[CH:15]=[CH:16][CH:17]=2)[N:9]=1)(=[O:3])[CH3:2]. Given the product [C:1]([NH:4][C:5]1[S:6][CH:7]=[C:8]([CH2:10][CH2:11][C:12]2[CH:13]=[C:14]([CH2:18][C:19]([OH:21])=[O:20])[CH:15]=[CH:16][CH:17]=2)[N:9]=1)(=[O:3])[CH3:2], predict the reactants needed to synthesize it.